From a dataset of Full USPTO retrosynthesis dataset with 1.9M reactions from patents (1976-2016). Predict the reactants needed to synthesize the given product. (1) The reactants are: [N:1]1([C:7]2[N:15]=[C:14]([C:16]3[CH:17]=[C:18]([CH2:22][OH:23])[CH:19]=[CH:20][CH:21]=3)[N:13]=[C:12]3[C:8]=2[N:9]=[CH:10][N:11]3[CH:24]2[CH2:29][CH2:28][NH:27][CH2:26][CH2:25]2)[CH2:6][CH2:5][O:4][CH2:3][CH2:2]1.[BH3-]C#N.[Na+].[F:34][C:35]1[CH:36]=[C:37]([CH:40]=[CH:41][CH:42]=1)[CH:38]=O. Given the product [F:34][C:35]1[CH:36]=[C:37]([CH:40]=[CH:41][CH:42]=1)[CH2:38][N:27]1[CH2:28][CH2:29][CH:24]([N:11]2[CH:10]=[N:9][C:8]3[C:12]2=[N:13][C:14]([C:16]2[CH:17]=[C:18]([CH2:22][OH:23])[CH:19]=[CH:20][CH:21]=2)=[N:15][C:7]=3[N:1]2[CH2:6][CH2:5][O:4][CH2:3][CH2:2]2)[CH2:25][CH2:26]1, predict the reactants needed to synthesize it. (2) Given the product [C:1]([O:5][C:6](=[O:14])/[CH:7]=[CH:8]/[C:9]1[CH:13]=[CH:12][N:11]([S:21]([C:18]2[CH:17]=[CH:16][C:15]([C:25]3[CH:30]=[CH:29][CH:28]=[CH:27][CH:26]=3)=[CH:20][CH:19]=2)(=[O:23])=[O:22])[CH:10]=1)([CH3:4])([CH3:2])[CH3:3], predict the reactants needed to synthesize it. The reactants are: [C:1]([O:5][C:6](=[O:14])/[CH:7]=[CH:8]/[C:9]1[CH:13]=[CH:12][NH:11][CH:10]=1)([CH3:4])([CH3:3])[CH3:2].[C:15]1([C:25]2[CH:30]=[CH:29][CH:28]=[CH:27][CH:26]=2)[CH:20]=[CH:19][C:18]([S:21](Cl)(=[O:23])=[O:22])=[CH:17][CH:16]=1. (3) Given the product [CH2:7]([N:14]1[CH2:18][C@H:17]([CH3:19])[C@H:16]([CH2:20][NH2:21])[CH2:15]1)[C:8]1[CH:13]=[CH:12][CH:11]=[CH:10][CH:9]=1, predict the reactants needed to synthesize it. The reactants are: [H-].[Al+3].[Li+].[H-].[H-].[H-].[CH2:7]([N:14]1[CH2:18][C@H:17]([CH3:19])[C@H:16]([C:20]#[N:21])[CH2:15]1)[C:8]1[CH:13]=[CH:12][CH:11]=[CH:10][CH:9]=1.C(=O)(O)[O-].[Na+]. (4) Given the product [O:14]1[C:18]2[CH:19]=[CH:20][C:21]([C:23]3[NH:1][C:2]4[N:6]([N:5]=[C:4]([OH:7])[C:3]=4[C:8]4[CH:13]=[CH:12][CH:11]=[CH:10][N:9]=4)[C:25](=[O:26])[CH:24]=3)=[CH:22][C:17]=2[CH2:16][CH2:15]1, predict the reactants needed to synthesize it. The reactants are: [NH2:1][C:2]1[NH:6][N:5]=[C:4]([OH:7])[C:3]=1[C:8]1[CH:13]=[CH:12][CH:11]=[CH:10][N:9]=1.[O:14]1[C:18]2[CH:19]=[CH:20][C:21]([C:23](=O)[CH2:24][C:25](OC)=[O:26])=[CH:22][C:17]=2[CH2:16][CH2:15]1.